From a dataset of Tyrosyl-DNA phosphodiesterase HTS with 341,365 compounds. Binary Classification. Given a drug SMILES string, predict its activity (active/inactive) in a high-throughput screening assay against a specified biological target. (1) The compound is Fc1cc(NC(=O)COC(=O)CN2C(=O)c3c(C2=O)cccc3)ccc1. The result is 0 (inactive). (2) The compound is S(CCC(=O)Nc1c(F)cc(F)cc1)c1nc(c2ccc(OC)cc2)cc(n1)C(F)(F)F. The result is 0 (inactive). (3) The molecule is Brc1ccc(c2noc(c2C(=O)Nc2c(F)cc(Br)cc2)C)cc1. The result is 0 (inactive). (4) The compound is S1C(N(N=C1NC(=O)C)C(=O)C)(c1occc1)C. The result is 0 (inactive). (5) The drug is s1c2n(c(c3ccc(cc3)C)c1)c(SCC(=O)Nc1nc(sn1)c1ccccc1)nn2. The result is 0 (inactive).